From a dataset of Catalyst prediction with 721,799 reactions and 888 catalyst types from USPTO. Predict which catalyst facilitates the given reaction. (1) Reactant: [Cl:1][C:2]1[C:7]([CH:8]=[O:9])=[CH:6][N:5]=[C:4]([S:10][CH3:11])[N:3]=1.[CH3:12][CH2:13][Mg+].[Br-].Cl. Product: [Cl:1][C:2]1[C:7]([CH:8]([OH:9])[CH2:12][CH3:13])=[CH:6][N:5]=[C:4]([S:10][CH3:11])[N:3]=1. The catalyst class is: 1. (2) The catalyst class is: 48. Product: [Br:8][C:9]1[CH:10]=[C:11]([N:16]2[C:20](=[O:21])[O:19][N:18]=[C:17]2[C:22]2[C:23]([NH:27][CH2:28][C:29]3[CH:30]=[CH:31][C:32]([CH2:35][N:36]4[CH2:37][CH2:38][O:39][CH2:40][CH2:41]4)=[CH:33][CH:34]=3)=[N:24][O:25][N:26]=2)[CH:12]=[CH:13][C:14]=1[F:15]. Reactant: FC(F)(F)C(O)=O.[Br:8][C:9]1[CH:10]=[C:11]([N:16]2[C:20](=[O:21])[O:19][N:18]=[C:17]2[C:22]2[C:23]([NH:27][C:28](=O)[C:29]3[CH:34]=[CH:33][C:32]([CH2:35][N:36]4[CH2:41][CH2:40][O:39][CH2:38][CH2:37]4)=[CH:31][CH:30]=3)=[N:24][O:25][N:26]=2)[CH:12]=[CH:13][C:14]=1[F:15].P(Cl)(Cl)(Cl)(Cl)Cl.C([BH3-])#N.[Na+]. (3) Reactant: C([O:3][P:4]([C:9]([C:12]1[CH:17]=[CH:16][C:15]([CH2:18][N:19]([S:38]([C:41]2[CH:46]=[CH:45][CH:44]=[CH:43][C:42]=2[Cl:47])(=[O:40])=[O:39])[CH2:20][C:21]2[CH:26]=[CH:25][C:24]([C:27]([P:30]([O:35]CC)([O:32]CC)=[O:31])([F:29])[F:28])=[CH:23][CH:22]=2)=[CH:14][CH:13]=1)([F:11])[F:10])(=[O:8])[O:5]CC)C.I[Si](C)(C)C. Product: [Cl:47][C:42]1[CH:43]=[CH:44][CH:45]=[CH:46][C:41]=1[S:38]([N:19]([CH2:18][C:15]1[CH:16]=[CH:17][C:12]([C:9]([P:4](=[O:3])([OH:8])[OH:5])([F:11])[F:10])=[CH:13][CH:14]=1)[CH2:20][C:21]1[CH:22]=[CH:23][C:24]([C:27]([F:28])([F:29])[P:30]([OH:35])([OH:32])=[O:31])=[CH:25][CH:26]=1)(=[O:39])=[O:40]. The catalyst class is: 2. (4) Reactant: S(O)(O)(=O)=O.[NH2:6]O.[CH3:8][O:9][CH2:10][C:11]([CH3:18])([CH3:17])[C:12](=[O:16])[CH2:13][C:14]#[N:15].[OH-].[Na+].Cl. Product: [CH3:8][O:9][CH2:10][C:11]([C:12]1[O:16][N:15]=[C:14]([NH2:6])[CH:13]=1)([CH3:18])[CH3:17]. The catalyst class is: 6. (5) Reactant: [CH3:1][C:2]1[CH:11]=[C:10]([C:12]([O:14][CH2:15][CH3:16])=[O:13])[C:9]2[C:4](=[CH:5][CH:6]=[CH:7][CH:8]=2)[N:3]=1.C(OOC(=O)C1C=CC=CC=1)(=O)C1C=CC=CC=1.C1C(=O)N([Br:42])C(=O)C1. The catalyst class is: 53. Product: [Br:42][CH2:1][C:2]1[CH:11]=[C:10]([C:12]([O:14][CH2:15][CH3:16])=[O:13])[C:9]2[C:4](=[CH:5][CH:6]=[CH:7][CH:8]=2)[N:3]=1. (6) Reactant: FC(F)(F)S(O[Si](C)(C)C)(=O)=O.[C:13]([O:19][CH2:20][CH3:21])(=[O:18])[CH2:14][C:15]([CH3:17])=[O:16].CCN(CC)CC.[Br:29]Br. Product: [CH2:20]([O:19][C:13](=[O:18])[CH:14]([Br:29])[C:15](=[O:16])[CH3:17])[CH3:21]. The catalyst class is: 34. (7) Reactant: [CH2:1]([O:3][C:4]([C:6]1[CH:15]=[CH:14][C:13]2[C:8](=[CH:9][CH:10]=[C:11]([CH:16]3[CH:25]([O:26][Si](C(C)(C)C)(C)C)[C:24]4[CH:23]=[CH:22][CH:21]=[CH:20][C:19]=4[C:18]([CH3:35])([CH3:34])[CH2:17]3)[CH:12]=2)[CH:7]=1)=[O:5])[CH3:2].[F-].C([N+](CCCC)(CCCC)CCCC)CCC. Product: [CH2:1]([O:3][C:4]([C:6]1[CH:15]=[CH:14][C:13]2[C:8](=[CH:9][CH:10]=[C:11]([CH:16]3[CH:25]([OH:26])[C:24]4[CH:23]=[CH:22][CH:21]=[CH:20][C:19]=4[C:18]([CH3:34])([CH3:35])[CH2:17]3)[CH:12]=2)[CH:7]=1)=[O:5])[CH3:2]. The catalyst class is: 7. (8) Reactant: [OH:1][CH2:2][CH2:3][O:4][C:5]1[CH:6]=[C:7]([CH:10]=[CH:11][CH:12]=1)[CH:8]=[O:9].C(N(CC)CC)C.[C:20](O[C:20](=[O:27])[C:21]1[CH:26]=[CH:25][CH:24]=[CH:23][CH:22]=1)(=[O:27])[C:21]1[CH:26]=[CH:25][CH:24]=[CH:23][CH:22]=1. Product: [C:20]([O:1][CH2:2][CH2:3][O:4][C:5]1[CH:12]=[CH:11][CH:10]=[C:7]([CH:8]=[O:9])[CH:6]=1)(=[O:27])[C:21]1[CH:26]=[CH:25][CH:24]=[CH:23][CH:22]=1. The catalyst class is: 6.